Dataset: CYP2C19 inhibition data for predicting drug metabolism from PubChem BioAssay. Task: Regression/Classification. Given a drug SMILES string, predict its absorption, distribution, metabolism, or excretion properties. Task type varies by dataset: regression for continuous measurements (e.g., permeability, clearance, half-life) or binary classification for categorical outcomes (e.g., BBB penetration, CYP inhibition). Dataset: cyp2c19_veith. The molecule is CC(=O)N1CCC2(CC1)CN(Cc1ccccc1)C2. The result is 0 (non-inhibitor).